This data is from Forward reaction prediction with 1.9M reactions from USPTO patents (1976-2016). The task is: Predict the product of the given reaction. Given the reactants [CH3:1][N:2]1[CH:6]=[C:5]([C:7]2[N:12]=[CH:11][C:10]([CH2:13]O)=[CH:9][CH:8]=2)[CH:4]=[N:3]1.S(Cl)([Cl:17])=O, predict the reaction product. The product is: [Cl:17][CH2:13][C:10]1[CH:9]=[CH:8][C:7]([C:5]2[CH:4]=[N:3][N:2]([CH3:1])[CH:6]=2)=[N:12][CH:11]=1.